This data is from Full USPTO retrosynthesis dataset with 1.9M reactions from patents (1976-2016). The task is: Predict the reactants needed to synthesize the given product. (1) Given the product [CH3:59][C:9]1[NH:8][C:5]2=[N:6][CH:7]=[C:2]([C:41]3[CH:40]=[CH:39][C:38]([CH2:37][N:34]4[CH2:33][CH2:32][N:31]([CH3:30])[CH2:36][CH2:35]4)=[CH:43][CH:42]=3)[CH:3]=[C:4]2[C:10]=1[C:11]1[CH:19]=[CH:18][C:53]([OH:56])=[CH:13][CH:12]=1, predict the reactants needed to synthesize it. The reactants are: Br[C:2]1[CH:3]=[C:4]2[C:10]([C:11]3[CH:12]=[C:13]4C(=[CH:18][CH:19]=3)NC=C4)=[CH:9][N:8](S(C3C=CC(C)=CC=3)(=O)=O)[C:5]2=[N:6][CH:7]=1.[CH3:30][N:31]1[CH2:36][CH2:35][N:34]([CH2:37][C:38]2[CH:43]=[CH:42][C:41](B3OC(C)(C)C(C)(C)O3)=[CH:40][CH:39]=2)[CH2:33][CH2:32]1.[C:53]([O-:56])([O-])=O.[Na+].[Na+].[CH3:59]C#N. (2) Given the product [CH2:1]([S:8]([N:11]1[CH:15]=[CH:14][C:13]([NH2:16])=[CH:12]1)(=[O:10])=[O:9])[C:2]1[CH:7]=[CH:6][CH:5]=[CH:4][CH:3]=1, predict the reactants needed to synthesize it. The reactants are: [CH2:1]([S:8]([N:11]1[CH:15]=[CH:14][C:13]([N+:16]([O-])=O)=[CH:12]1)(=[O:10])=[O:9])[C:2]1[CH:7]=[CH:6][CH:5]=[CH:4][CH:3]=1.[H][H]. (3) Given the product [Na+:26].[Cl:15][C:12]1[C:13]2[O:14][C:6]([C:4]([O-:5])=[O:3])=[C:7]([NH:16][C:17]3[CH:22]=[CH:21][C:20]([I:23])=[CH:19][C:18]=3[F:24])[C:8]=2[CH:9]=[N:10][CH:11]=1, predict the reactants needed to synthesize it. The reactants are: C([O:3][C:4]([C:6]1[O:14][C:13]2[C:12]([Cl:15])=[CH:11][N:10]=[CH:9][C:8]=2[C:7]=1[NH:16][C:17]1[CH:22]=[CH:21][C:20]([I:23])=[CH:19][C:18]=1[F:24])=[O:5])C.[OH-].[Na+:26]. (4) Given the product [CH2:13]([N:10]1[CH2:9][CH2:8][C:5]2([O:4][CH:3]([CH2:2][S:27][C:24]3[CH:25]=[CH:26][CH:21]=[CH:22][CH:23]=3)[CH2:7][O:6]2)[CH2:12][CH2:11]1)[CH2:14][C:15]1[CH:16]=[CH:17][CH:18]=[CH:19][CH:20]=1, predict the reactants needed to synthesize it. The reactants are: O[CH2:2][CH:3]1[CH2:7][O:6][C:5]2([CH2:12][CH2:11][N:10]([CH2:13][CH2:14][C:15]3[CH:20]=[CH:19][CH:18]=[CH:17][CH:16]=3)[CH2:9][CH2:8]2)[O:4]1.[C:21]1(C)[CH:26]=[CH:25][C:24]([S:27](O)(=O)=O)=[CH:23][CH:22]=1.C1(S)C=CC=CC=1. (5) Given the product [Cl:21][CH2:22][CH2:23][NH:24][C:25]([NH:2][CH:3]1[CH2:11][C:10]2[C:5](=[CH:6][CH:7]=[CH:8][CH:9]=2)[CH2:4]1)=[O:26], predict the reactants needed to synthesize it. The reactants are: Cl.[NH2:2][CH:3]1[CH2:11][C:10]2[C:5](=[CH:6][CH:7]=[CH:8][CH:9]=2)[CH2:4]1.C(N(CC)C(C)C)(C)C.[Cl:21][CH2:22][CH2:23][N:24]=[C:25]=[O:26]. (6) Given the product [ClH:19].[F:1][C:2]1[CH:11]=[C:10]2[C:5]([CH:6]=[CH:7][C:8]([CH3:12])=[N:9]2)=[C:4]([N:13]2[CH2:14][CH2:15][N:16]([CH2:20][CH2:21][C:22]3[CH:23]=[CH:24][C:25]4[O:30][CH2:29][C:28](=[O:31])[N:27]([CH3:32])[C:26]=4[CH:33]=3)[CH2:17][CH2:18]2)[CH:3]=1, predict the reactants needed to synthesize it. The reactants are: [F:1][C:2]1[CH:11]=[C:10]2[C:5]([CH:6]=[CH:7][C:8]([CH3:12])=[N:9]2)=[C:4]([N:13]2[CH2:18][CH2:17][NH:16][CH2:15][CH2:14]2)[CH:3]=1.[Cl:19][CH2:20][CH2:21][C:22]1[CH:23]=[CH:24][C:25]2[O:30][CH2:29][C:28](=[O:31])[N:27]([CH3:32])[C:26]=2[CH:33]=1.Cl. (7) Given the product [Br:1][C:2]1[CH:7]=[CH:6][C:5]([N:25]2[CH:26]=[CH:27][C:23]([NH:22][C:20](=[O:21])[CH2:19][C:16]3[CH:17]=[CH:18][C:13]([O:12][CH3:11])=[CH:14][CH:15]=3)=[C:24]2[C:28]([O:30][CH2:31][CH3:32])=[O:29])=[CH:4][CH:3]=1, predict the reactants needed to synthesize it. The reactants are: [Br:1][C:2]1[CH:7]=[CH:6][C:5](B(O)O)=[CH:4][CH:3]=1.[CH3:11][O:12][C:13]1[CH:18]=[CH:17][C:16]([CH2:19][C:20]([NH:22][C:23]2[CH:27]=[CH:26][NH:25][C:24]=2[C:28]([O:30][CH2:31][CH3:32])=[O:29])=[O:21])=[CH:15][CH:14]=1.N1C=CC=CC=1. (8) Given the product [Cl:26][C:20]1[CH:19]=[C:18]([C:7]2[C:8]([O:11][CH:12]3[CH2:13][C:14]([F:17])([F:16])[CH2:15]3)=[CH:9][CH:10]=[C:5]([C:3]([OH:4])=[O:2])[CH:6]=2)[CH:23]=[CH:22][C:21]=1[O:24][CH3:25], predict the reactants needed to synthesize it. The reactants are: C[O:2][C:3]([C:5]1[CH:6]=[C:7]([C:18]2[CH:23]=[CH:22][C:21]([O:24][CH3:25])=[C:20]([Cl:26])[CH:19]=2)[C:8]([O:11][CH:12]2[CH2:15][C:14]([F:17])([F:16])[CH2:13]2)=[CH:9][CH:10]=1)=[O:4].[Li+].[OH-].CO. (9) Given the product [F:13][C:3]1[CH:4]=[C:5]([N+:10]([O-:12])=[O:11])[C:6]([NH:8][CH3:9])=[CH:7][C:2]=1[C:14]#[N:15], predict the reactants needed to synthesize it. The reactants are: Br[C:2]1[C:3]([F:13])=[CH:4][C:5]([N+:10]([O-:12])=[O:11])=[C:6]([NH:8][CH3:9])[CH:7]=1.[CH3:14][N:15](C=O)C.